Dataset: Reaction yield outcomes from USPTO patents with 853,638 reactions. Task: Predict the reaction yield, written as a fraction of the theoretical maximum amount of product (1.0 means a 100% yield; for example, 0.34 means a 34% yield). (1) The reactants are [CH3:1][S:2]([NH:5][C:6]1[CH:11]=[CH:10][C:9]([O:12][CH2:13][C@H:14]2[O:16][CH2:15]2)=[CH:8][CH:7]=1)(=[O:4])=[O:3].[C:17](=O)([O-])[O-].[K+].[K+].CI. The catalyst is CC(C)=O. The product is [CH3:17][N:5]([S:2]([CH3:1])(=[O:3])=[O:4])[C:6]1[CH:7]=[CH:8][C:9]([O:12][CH2:13][C@H:14]2[O:16][CH2:15]2)=[CH:10][CH:11]=1. The yield is 0.780. (2) The reactants are Cl[S:2]([CH2:5][CH2:6][CH2:7][NH:8][C:9](=[O:11])[CH3:10])(=[O:4])=[O:3].[CH3:12][CH:13]([CH3:23])[C:14]([O:16][CH2:17][C:18]([CH3:22])([CH3:21])[CH2:19][OH:20])=[O:15].N1C=CC=CC=1. The catalyst is ClCCl.CN(C1C=CN=CC=1)C. The product is [CH3:12][CH:13]([CH3:23])[C:14]([O:16][CH2:17][C:18]([CH3:21])([CH3:22])[CH2:19][O:20][S:2]([CH2:5][CH2:6][CH2:7][NH:8][C:9](=[O:11])[CH3:10])(=[O:4])=[O:3])=[O:15]. The yield is 0.0770. (3) The reactants are [H-].[Na+].[C:3]1([C:9]2[NH:10][CH:11]=[CH:12][N:13]=2)[CH:8]=[CH:7][CH:6]=[CH:5][CH:4]=1.[CH3:14][O:15][C:16](=[O:25])[CH2:17][CH2:18][CH2:19][CH2:20][CH2:21][CH2:22][CH2:23]Br.C(=O)([O-])[O-].[K+].[K+]. The catalyst is [I-].C([N+](CCCC)(CCCC)CCCC)CCC.CN(C=O)C. The product is [CH3:14][O:15][C:16](=[O:25])[CH2:17][CH2:18][CH2:19][CH2:20][CH2:21][CH2:22][CH2:23][N:13]1[CH:12]=[CH:11][N:10]=[C:9]1[C:3]1[CH:4]=[CH:5][CH:6]=[CH:7][CH:8]=1. The yield is 0.470. (4) The reactants are [N:1]1[CH:6]=[CH:5][C:4]([NH:7][C:8]2[C:16]3[C:11](=[CH:12][CH:13]=[CH:14][CH:15]=3)[NH:10][C:9]=2[C:17]([OH:19])=[O:18])=[CH:3][CH:2]=1.[CH2:20]([N:22]([CH2:28][CH3:29])[C:23](=[O:27])[O:24][CH2:25]Cl)[CH3:21].C([O-])([O-])=O.[K+].[K+]. The catalyst is CN(C=O)C. The product is [CH2:20]([N:22]([CH2:28][CH3:29])[C:23]([O:24][CH2:25][O:18][C:17]([C:9]1[NH:10][C:11]2[C:16]([C:8]=1[NH:7][C:4]1[CH:5]=[CH:6][N:1]=[CH:2][CH:3]=1)=[CH:15][CH:14]=[CH:13][CH:12]=2)=[O:19])=[O:27])[CH3:21]. The yield is 0.360. (5) The yield is 0.190. No catalyst specified. The product is [Cl:13][C:14]1[CH:15]=[C:16]([CH:20]=[CH:21][C:22]=1[F:23])[C:17]([N:10]=[C:8]1[N:7]([CH:25]([CH3:31])[C:26]([OH:28])=[O:27])[C:6]2[CH:11]=[C:2]([F:1])[C:3]([F:12])=[CH:4][C:5]=2[S:9]1)=[O:18]. The reactants are [F:1][C:2]1[C:3]([F:12])=[CH:4][C:5]2[S:9][C:8]([NH2:10])=[N:7][C:6]=2[CH:11]=1.[Cl:13][C:14]1[CH:15]=[C:16]([CH:20]=[CH:21][C:22]=1[F:23])[C:17](Cl)=[O:18].Br[CH:25]([CH3:31])[C:26]([O:28]CC)=[O:27].COC1C=CC2N=C(N)SC=2C=1.ClC1C=C(C=CC=1)C(Cl)=O.BrCC(OCC)=O. (6) The reactants are [CH:1](=O)[C:2]1[CH:7]=[CH:6][CH:5]=[N:4][CH:3]=1.[NH2:9][OH:10].C([O-])(=O)C.[Na+]. The catalyst is C(O)C. The product is [CH:1](=[N:9][OH:10])[C:2]1[CH:7]=[CH:6][CH:5]=[N:4][CH:3]=1. The yield is 1.00. (7) The reactants are [CH3:1][C:2]1[CH:10]=[CH:9][C:8]2[CH2:7][CH2:6][CH2:5][C:4]=2[C:3]=1[OH:11].C1N2CN3CN(C2)CN1C3.[C:22](=O)(O)[O-:23].[Na+]. The catalyst is FC(F)(F)C(O)=O. The product is [OH:11][C:3]1[C:4]2[CH2:5][CH2:6][CH2:7][C:8]=2[C:9]([CH:22]=[O:23])=[CH:10][C:2]=1[CH3:1]. The yield is 0.760.